This data is from Full USPTO retrosynthesis dataset with 1.9M reactions from patents (1976-2016). The task is: Predict the reactants needed to synthesize the given product. Given the product [ClH:32].[CH3:3][CH:2]([N:4]1[CH2:9][CH2:8][CH:7]([CH2:10][N:11]2[C:19]3[C:14](=[CH:15][CH:16]=[CH:17][CH:18]=3)[C:13]3([CH2:23][O:22][C:21]4[CH:24]=[C:25]5[C:29](=[CH:30][C:20]3=4)[CH2:28][CH2:27][O:26]5)[C:12]2=[O:31])[CH2:6][CH2:5]1)[CH3:1], predict the reactants needed to synthesize it. The reactants are: [CH3:1][CH:2]([N:4]1[CH2:9][CH2:8][CH:7]([CH2:10][N:11]2[C:19]3[C:14](=[CH:15][CH:16]=[CH:17][CH:18]=3)[C:13]3([CH2:23][O:22][C:21]4[CH:24]=[C:25]5[C:29](=[CH:30][C:20]3=4)[CH2:28][CH2:27][O:26]5)[C:12]2=[O:31])[CH2:6][CH2:5]1)[CH3:3].[ClH:32].O1CCOCC1.